From a dataset of NCI-60 drug combinations with 297,098 pairs across 59 cell lines. Regression. Given two drug SMILES strings and cell line genomic features, predict the synergy score measuring deviation from expected non-interaction effect. (1) Drug 1: CN(C)N=NC1=C(NC=N1)C(=O)N. Cell line: HL-60(TB). Drug 2: CC1C(C(CC(O1)OC2CC(CC3=C2C(=C4C(=C3O)C(=O)C5=CC=CC=C5C4=O)O)(C(=O)C)O)N)O. Synergy scores: CSS=43.5, Synergy_ZIP=-9.13, Synergy_Bliss=-11.4, Synergy_Loewe=-10.8, Synergy_HSA=-7.11. (2) Cell line: SF-539. Drug 1: C1CCN(CC1)CCOC2=CC=C(C=C2)C(=O)C3=C(SC4=C3C=CC(=C4)O)C5=CC=C(C=C5)O. Synergy scores: CSS=1.71, Synergy_ZIP=-0.470, Synergy_Bliss=-1.31, Synergy_Loewe=-3.98, Synergy_HSA=-5.25. Drug 2: CC1=CC=C(C=C1)C2=CC(=NN2C3=CC=C(C=C3)S(=O)(=O)N)C(F)(F)F.